This data is from Reaction yield outcomes from USPTO patents with 853,638 reactions. The task is: Predict the reaction yield, written as a fraction of the theoretical maximum amount of product (1.0 means a 100% yield; for example, 0.34 means a 34% yield). (1) The reactants are [CH2:1]([O:4][N:5]([C@H:18]1[CH2:23][N:22]([C:24]([O:26][C:27]([CH3:30])([CH3:29])[CH3:28])=[O:25])[C@H:21]([CH2:31][O:32][Si](C(C)(C)C)(C)C)[C:20]([CH2:40][CH3:41])=[CH:19]1)[S:6]([C:9]1[CH:14]=[CH:13][CH:12]=[CH:11][C:10]=1[N+:15]([O-:17])=[O:16])(=[O:8])=[O:7])[CH:2]=[CH2:3].C(ON([C@H]1CN(C(OC(C)(C)C)=O)[C@H](CO)C=C1C)S(C1C=CC=CC=1[N+]([O-])=O)(=O)=O)C=C. No catalyst specified. The product is [CH2:1]([O:4][N:5]([C@H:18]1[CH2:23][N:22]([C:24]([O:26][C:27]([CH3:28])([CH3:29])[CH3:30])=[O:25])[C@H:21]([CH2:31][OH:32])[C:20]([CH2:40][CH3:41])=[CH:19]1)[S:6]([C:9]1[CH:14]=[CH:13][CH:12]=[CH:11][C:10]=1[N+:15]([O-:17])=[O:16])(=[O:8])=[O:7])[CH:2]=[CH2:3]. The yield is 0.870. (2) The reactants are [C:1]([O:5][C:6]([NH:8][CH:9]([C:11]1[NH:12]C(C2C=CC=C3C=2N=C(NCC(F)(F)F)C(C)=N3)=C[C:15]=1[C:16]([O:18][CH2:19][CH3:20])=[O:17])[CH3:10])=[O:7])([CH3:4])([CH3:3])[CH3:2].Br[CH2:39][C:40]([C:42]1[C:51]([F:52])=[CH:50][CH:49]=[C:48]2[C:43]=1[N:44]=[C:45]([NH:54][C:55]([CH3:58])([CH3:57])[CH3:56])[C:46]([CH3:53])=[N:47]2)=O.[C:59](OC(NC1(C(=O)CC(OCC)=O)CC1)=O)(C)(C)C.C([O-])([O-])=O.[K+].[K+]. The catalyst is CCO.C1COCC1.CC(O)=O. The product is [C:1]([O:5][C:6]([NH:8][C:9]1([C:11]2[NH:12][C:40]([C:42]3[C:51]([F:52])=[CH:50][CH:49]=[C:48]4[C:43]=3[N:44]=[C:45]([NH:54][C:55]([CH3:58])([CH3:57])[CH3:56])[C:46]([CH3:53])=[N:47]4)=[CH:39][C:15]=2[C:16]([O:18][CH2:19][CH3:20])=[O:17])[CH2:10][CH2:59]1)=[O:7])([CH3:2])([CH3:3])[CH3:4]. The yield is 0.580. (3) The reactants are ClC(OC(C)C)=O.[C:8]([O:12][C:13]([NH:15][C@@H:16]([CH3:20])[C:17](O)=[O:18])=[O:14])([CH3:11])([CH3:10])[CH3:9].C(N(CC)CC)C.[OH-:28].[Na+].Cl.[NH2:31]O. The catalyst is CO.O1CCCC1. The product is [OH:28][NH:31][C:17](=[O:18])[C@H:16]([NH:15][C:13](=[O:14])[O:12][C:8]([CH3:11])([CH3:10])[CH3:9])[CH3:20]. The yield is 0.550. (4) The reactants are [CH3:1][NH:2][S:3]([CH2:6][CH2:7][C:8]1[CH:13]=[CH:12][C:11]([N+:14]([O-])=O)=[CH:10][CH:9]=1)(=[O:5])=[O:4]. The catalyst is CO.[Pd]. The yield is 0.900. The product is [CH3:1][NH:2][S:3]([CH2:6][CH2:7][C:8]1[CH:9]=[CH:10][C:11]([NH2:14])=[CH:12][CH:13]=1)(=[O:4])=[O:5]. (5) The reactants are [C:1]([O:5][C:6]([NH:8][CH:9]([CH2:20][C:21]1[CH:26]=[CH:25][C:24]([O:27][CH2:28][CH2:29][CH2:30][CH2:31][CH2:32][O:33][C:34]2[CH:39]=[C:38]([C:40]3[CH:45]=[CH:44][CH:43]=[CH:42][CH:41]=3)[CH:37]=[C:36]([C:46]3[CH:51]=[CH:50][CH:49]=[CH:48][CH:47]=3)[N:35]=2)=[CH:23][CH:22]=1)[C:10]([O:12]CC1C=CC=CC=1)=[O:11])=[O:7])([CH3:4])([CH3:3])[CH3:2]. The catalyst is C(OCC)(=O)C.[Pd]. The product is [C:1]([O:5][C:6]([NH:8][CH:9]([CH2:20][C:21]1[CH:22]=[CH:23][C:24]([O:27][CH2:28][CH2:29][CH2:30][CH2:31][CH2:32][O:33][C:34]2[CH:39]=[C:38]([C:40]3[CH:41]=[CH:42][CH:43]=[CH:44][CH:45]=3)[CH:37]=[C:36]([C:46]3[CH:47]=[CH:48][CH:49]=[CH:50][CH:51]=3)[N:35]=2)=[CH:25][CH:26]=1)[C:10]([OH:12])=[O:11])=[O:7])([CH3:4])([CH3:2])[CH3:3]. The yield is 0.460. (6) The reactants are [H-].[H-].[H-].[H-].[Li+].[Al+3].[CH2:7]1[C:15]2[C:10](=[CH:11][C:12]([C:16](O)=[O:17])=[CH:13][CH:14]=2)[CH2:9][CH2:8]1. The catalyst is C1COCC1. The product is [CH2:7]1[C:15]2[C:10](=[CH:11][C:12]([CH2:16][OH:17])=[CH:13][CH:14]=2)[CH2:9][CH2:8]1. The yield is 0.900. (7) The yield is 0.650. The product is [F:27][C:28]([F:34])([F:33])[CH2:29][C:30]([NH:15][CH:11]1[C:12]2[C:8](=[CH:7][C:6](/[CH:5]=[CH:4]/[CH:3]([C:16]3[CH:17]=[C:18]([Cl:24])[C:19]([Cl:23])=[C:20]([Cl:22])[CH:21]=3)[C:2]([F:1])([F:25])[F:26])=[CH:14][CH:13]=2)[CH2:9][CH2:10]1)=[O:31]. The reactants are [F:1][C:2]([F:26])([F:25])[CH:3]([C:16]1[CH:21]=[C:20]([Cl:22])[C:19]([Cl:23])=[C:18]([Cl:24])[CH:17]=1)/[CH:4]=[CH:5]/[C:6]1[CH:7]=[C:8]2[C:12](=[CH:13][CH:14]=1)[CH:11]([NH2:15])[CH2:10][CH2:9]2.[F:27][C:28]([F:34])([F:33])[CH2:29][C:30](O)=[O:31].CCN=C=NCCCN(C)C.Cl.C1C=CC2N(O)N=NC=2C=1.O.CCN(C(C)C)C(C)C. The catalyst is C(Cl)Cl. (8) The reactants are [CH3:1][C:2]([C:7]1[CH:12]=[CH:11][CH:10]=[CH:9][CH:8]=1)([CH3:6])[C:3](O)=[O:4].S(Cl)(Cl)=O.C(=O)([O-])[O-].[K+].[K+].Cl.[CH3:24][NH:25][O:26][CH3:27].Cl. The catalyst is C1(C)C=CC=CC=1.O.C(OC)(C)(C)C. The product is [CH3:27][O:26][N:25]([CH3:24])[C:3](=[O:4])[C:2]([CH3:6])([C:7]1[CH:12]=[CH:11][CH:10]=[CH:9][CH:8]=1)[CH3:1]. The yield is 0.950.